The task is: Predict which catalyst facilitates the given reaction.. This data is from Catalyst prediction with 721,799 reactions and 888 catalyst types from USPTO. (1) Reactant: [Cl:1][C:2]1[CH:10]=[C:9]([C:11]([NH:13][CH:14]([C:16]2[NH:20][C:19]3[CH:21]=[CH:22][C:23]([Cl:25])=[CH:24][C:18]=3[N:17]=2)[CH3:15])=[O:12])[CH:8]=[CH:7][C:3]=1[C:4](O)=[O:5].[CH3:26][O:27][C:28]([CH:30]1[CH2:34][CH2:33][CH2:32][NH:31]1)=[O:29].C(N(C(C)C)CC)(C)C.ClCl. Product: [Cl:1][C:2]1[CH:10]=[C:9]([CH:8]=[CH:7][C:3]=1[C:4]([N:31]1[CH2:32][CH2:33][CH2:34][CH:30]1[C:28]([O:27][CH3:26])=[O:29])=[O:5])[C:11]([NH:13][CH:14]([C:16]1[NH:20][C:19]2[CH:21]=[CH:22][C:23]([Cl:25])=[CH:24][C:18]=2[N:17]=1)[CH3:15])=[O:12]. The catalyst class is: 16. (2) Reactant: [Br:1][C:2]1[C:7]([F:8])=[C:6]([OH:9])[CH:5]=[CH:4][N:3]=1.I[CH2:11][CH3:12].C(=O)([O-])[O-].[K+].[K+]. Product: [Br:1][C:2]1[C:7]([F:8])=[C:6]([O:9][CH2:11][CH3:12])[CH:5]=[CH:4][N:3]=1. The catalyst class is: 21.